Dataset: Forward reaction prediction with 1.9M reactions from USPTO patents (1976-2016). Task: Predict the product of the given reaction. (1) Given the reactants [CH3:1][S:2][C:3]1[S:7][N:6]=[C:5]([NH2:8])[N:4]=1.[O:9]1[C:13]2[CH:14]=[CH:15][C:16]([C:18]3[S:19][CH:20]=[C:21]([C:23](O)=[O:24])[N:22]=3)=[CH:17][C:12]=2[CH2:11][CH2:10]1.CN(C(ON1N=NC2C=CC=CC1=2)=[N+](C)C)C.F[P-](F)(F)(F)(F)F.N1C=CC=CC=1, predict the reaction product. The product is: [O:9]1[C:13]2[CH:14]=[CH:15][C:16]([C:18]3[S:19][CH:20]=[C:21]([C:23]([NH:8][C:5]4[N:4]=[C:3]([S:2][CH3:1])[S:7][N:6]=4)=[O:24])[N:22]=3)=[CH:17][C:12]=2[CH2:11][CH2:10]1. (2) Given the reactants [Cl:1][C:2]1[CH:3]=[C:4]([C:9]2([C:26]([F:29])([F:28])[F:27])[O:13][N:12]=[C:11]([C:14]3[S:18][C:17]([C:19](O)=[O:20])=[C:16]4[CH2:22][CH2:23][CH2:24][CH2:25][C:15]=34)[CH2:10]2)[CH:5]=[C:6]([Cl:8])[CH:7]=1.CN(C(ON1N=NC2C=CC=NC1=2)=[N+](C)C)C.F[P-](F)(F)(F)(F)F.CCN(C(C)C)C(C)C.Cl.[NH2:64][C@@H:65]1[CH2:69][CH2:68][NH:67][C:66]1=[O:70], predict the reaction product. The product is: [Cl:8][C:6]1[CH:5]=[C:4]([C:9]2([C:26]([F:28])([F:29])[F:27])[O:13][N:12]=[C:11]([C:14]3[S:18][C:17]([C:19]([NH:64][C@@H:65]4[CH2:69][CH2:68][NH:67][C:66]4=[O:70])=[O:20])=[C:16]4[CH2:22][CH2:23][CH2:24][CH2:25][C:15]=34)[CH2:10]2)[CH:3]=[C:2]([Cl:1])[CH:7]=1. (3) Given the reactants C[O:2][C:3](=[O:30])[CH2:4][CH2:5][NH:6][C:7](=[O:29])[C:8]1[CH:13]=[CH:12][C:11]([O:14][CH2:15][C:16]2[CH:21]=[CH:20][C:19]([C:22]3[CH:27]=[CH:26][CH:25]=[CH:24][CH:23]=3)=[CH:18][C:17]=2[CH3:28])=[CH:10][CH:9]=1.[OH-].[Na+].Cl, predict the reaction product. The product is: [CH3:28][C:17]1[CH:18]=[C:19]([C:22]2[CH:27]=[CH:26][CH:25]=[CH:24][CH:23]=2)[CH:20]=[CH:21][C:16]=1[CH2:15][O:14][C:11]1[CH:10]=[CH:9][C:8]([C:7]([NH:6][CH2:5][CH2:4][C:3]([OH:30])=[O:2])=[O:29])=[CH:13][CH:12]=1.